From a dataset of Reaction yield outcomes from USPTO patents with 853,638 reactions. Predict the reaction yield, written as a fraction of the theoretical maximum amount of product (1.0 means a 100% yield; for example, 0.34 means a 34% yield). (1) The product is [CH:15]([O:14][CH2:13][CH2:12][N:11]1[C:4]2=[N:3][C:2]([N:20]3[CH2:25][CH2:24][O:23][CH2:22][CH2:21]3)=[CH:7][C:6](=[O:8])[N:5]2[CH2:9][C:10]1([CH3:19])[CH3:18])([CH3:17])[CH3:16]. No catalyst specified. The reactants are Cl[C:2]1[N:3]=[C:4]2[N:11]([CH2:12][CH2:13][O:14][CH:15]([CH3:17])[CH3:16])[C:10]([CH3:19])([CH3:18])[CH2:9][N:5]2[C:6](=[O:8])[CH:7]=1.[NH:20]1[CH2:25][CH2:24][O:23][CH2:22][CH2:21]1. The yield is 0.600. (2) The reactants are [O:1]([CH2:5][CH3:6])[C:2]([S-:4])=S.[K+].[NH2:8][C:9]1C=C[C:12]([O:15][CH3:16])=[CH:11][C:10]=1O. The catalyst is C(O)C. The product is [SH:4][C:2]1[O:1][C:5]2[CH:6]=[C:12]([O:15][CH3:16])[CH:11]=[CH:10][C:9]=2[N:8]=1. The yield is 0.770. (3) The reactants are [C:1]([C:6]1[CH:7]=[CH:8][C:9]([O:29]C)=[C:10]([CH:28]=1)[C:11]([NH:13][C:14]1[CH:19]=[C:18]([C:20]([F:23])([F:22])[F:21])[CH:17]=[C:16]([C:24]([F:27])([F:26])[F:25])[CH:15]=1)=[O:12])(=[O:5])[CH:2]([CH3:4])[CH3:3].N1C(C)=CC(C)=CC=1C.[I-].[Li+].Cl. No catalyst specified. The product is [F:21][C:20]([F:22])([F:23])[C:18]1[CH:19]=[C:14]([NH:13][C:11](=[O:12])[C:10]2[CH:28]=[C:6]([C:1](=[O:5])[CH:2]([CH3:3])[CH3:4])[CH:7]=[CH:8][C:9]=2[OH:29])[CH:15]=[C:16]([C:24]([F:26])([F:27])[F:25])[CH:17]=1. The yield is 0.653. (4) The reactants are Br[C:2]1[CH:3]=[C:4]([O:10][CH2:11][C:12]([F:15])([F:14])[F:13])[C:5](=[O:9])[N:6]([CH3:8])[CH:7]=1.[F:16][C:17]1[CH:44]=[C:43]([F:45])[CH:42]=[CH:41][C:18]=1[O:19][C:20]1[CH:25]=[CH:24][C:23]([CH2:26][S:27]([CH2:30][CH3:31])(=[O:29])=[O:28])=[CH:22][C:21]=1B1OC(C)(C)C(C)(C)O1.[O-]P([O-])([O-])=O.[K+].[K+].[K+]. The catalyst is O1CCOCC1.O.C1C=CC(P(C2C=CC=CC=2)[C-]2C=CC=C2)=CC=1.C1C=CC(P(C2C=CC=CC=2)[C-]2C=CC=C2)=CC=1.Cl[Pd]Cl.[Fe+2]. The product is [F:16][C:17]1[CH:44]=[C:43]([F:45])[CH:42]=[CH:41][C:18]=1[O:19][C:20]1[CH:25]=[CH:24][C:23]([CH2:26][S:27]([CH2:30][CH3:31])(=[O:29])=[O:28])=[CH:22][C:21]=1[C:2]1[CH:3]=[C:4]([O:10][CH2:11][C:12]([F:15])([F:14])[F:13])[C:5](=[O:9])[N:6]([CH3:8])[CH:7]=1. The yield is 0.220. (5) The reactants are [F:1][C:2]1[CH:26]=[CH:25][C:5]([O:6][C:7]2[CH:8]=[C:9]([CH:22]=[CH:23][CH:24]=2)[CH2:10][NH:11][CH2:12][CH2:13][CH2:14][CH2:15][C:16]2[CH:21]=[CH:20][CH:19]=[CH:18][CH:17]=2)=[CH:4][CH:3]=1.C(N(CC)CC)C.[OH:34][C:35]1[C:40]([Cl:41])=[CH:39][C:38]([Cl:42])=[CH:37][C:36]=1[S:43](Cl)(=[O:45])=[O:44]. The catalyst is C(Cl)Cl. The product is [Cl:41][C:40]1[C:35]([OH:34])=[C:36]([S:43]([N:11]([CH2:10][C:9]2[CH:22]=[CH:23][CH:24]=[C:7]([O:6][C:5]3[CH:4]=[CH:3][C:2]([F:1])=[CH:26][CH:25]=3)[CH:8]=2)[CH2:12][CH2:13][CH2:14][CH2:15][C:16]2[CH:17]=[CH:18][CH:19]=[CH:20][CH:21]=2)(=[O:45])=[O:44])[CH:37]=[C:38]([Cl:42])[CH:39]=1. The yield is 0.280.